This data is from TCR-epitope binding with 47,182 pairs between 192 epitopes and 23,139 TCRs. The task is: Binary Classification. Given a T-cell receptor sequence (or CDR3 region) and an epitope sequence, predict whether binding occurs between them. (1) The epitope is TLVPQEHYV. The TCR CDR3 sequence is CASSLYSGGGQPQHF. Result: 0 (the TCR does not bind to the epitope). (2) The epitope is KPLEFGATSAAL. The TCR CDR3 sequence is CASCSPANSNEQFF. Result: 1 (the TCR binds to the epitope). (3) The epitope is AYAQKIFKI. The TCR CDR3 sequence is CASSEFGRTNEKLFF. Result: 1 (the TCR binds to the epitope). (4) The epitope is FPRPWLHGL. The TCR CDR3 sequence is CATSDPDRVKSDTQYF. Result: 0 (the TCR does not bind to the epitope). (5) The epitope is NQKLIANQF. The TCR CDR3 sequence is CASSLAGGSVNTEAFF. Result: 1 (the TCR binds to the epitope).